This data is from Cav3 T-type calcium channel HTS with 100,875 compounds. The task is: Binary Classification. Given a drug SMILES string, predict its activity (active/inactive) in a high-throughput screening assay against a specified biological target. (1) The drug is o1c(C2CC(=O)/C(C(=O)C2)=C\NCCO)ccc1. The result is 0 (inactive). (2) The molecule is S(=O)(=O)(N1CC(CCC1)C(=O)NCc1ccc(cc1)C)C. The result is 0 (inactive).